From a dataset of NCI-60 drug combinations with 297,098 pairs across 59 cell lines. Regression. Given two drug SMILES strings and cell line genomic features, predict the synergy score measuring deviation from expected non-interaction effect. (1) Drug 1: CN1CCC(CC1)COC2=C(C=C3C(=C2)N=CN=C3NC4=C(C=C(C=C4)Br)F)OC. Drug 2: C1=NC(=NC(=O)N1C2C(C(C(O2)CO)O)O)N. Cell line: NCIH23. Synergy scores: CSS=10.8, Synergy_ZIP=1.34, Synergy_Bliss=5.00, Synergy_Loewe=4.45, Synergy_HSA=4.56. (2) Drug 1: CC1=C2C(C(=O)C3(C(CC4C(C3C(C(C2(C)C)(CC1OC(=O)C(C(C5=CC=CC=C5)NC(=O)OC(C)(C)C)O)O)OC(=O)C6=CC=CC=C6)(CO4)OC(=O)C)OC)C)OC. Drug 2: CN(C)N=NC1=C(NC=N1)C(=O)N. Cell line: HL-60(TB). Synergy scores: CSS=82.8, Synergy_ZIP=18.1, Synergy_Bliss=16.4, Synergy_Loewe=-3.87, Synergy_HSA=18.2. (3) Drug 1: CN(C)C1=NC(=NC(=N1)N(C)C)N(C)C. Drug 2: C1=CC(=CC=C1CCCC(=O)O)N(CCCl)CCCl. Cell line: COLO 205. Synergy scores: CSS=38.5, Synergy_ZIP=6.08, Synergy_Bliss=6.89, Synergy_Loewe=-10.5, Synergy_HSA=1.62.